This data is from Reaction yield outcomes from USPTO patents with 853,638 reactions. The task is: Predict the reaction yield, written as a fraction of the theoretical maximum amount of product (1.0 means a 100% yield; for example, 0.34 means a 34% yield). (1) The reactants are Cl[C:2]1[CH:11]=[C:10]2[C:5]([CH:6]=[C:7]([C:13]3[CH:18]=[CH:17][CH:16]=[CH:15][C:14]=3[C:19]([F:22])([F:21])[F:20])[NH:8][C:9]2=[O:12])=[CH:4][CH:3]=1.[NH:23]1[CH2:28][CH2:27][CH:26]([CH2:29][OH:30])[CH2:25][CH2:24]1.[Cl-].[NH4+]. The catalyst is C1C=CC(/C=C/C(/C=C/C2C=CC=CC=2)=O)=CC=1.C1C=CC(/C=C/C(/C=C/C2C=CC=CC=2)=O)=CC=1.C1C=CC(/C=C/C(/C=C/C2C=CC=CC=2)=O)=CC=1.[Pd].[Pd].C1(P(C2CCCCC2)C2C=CC=CC=2C2C=CC=CC=2N(C)C)CCCCC1. The product is [OH:30][CH2:29][CH:26]1[CH2:27][CH2:28][N:23]([C:2]2[CH:11]=[C:10]3[C:5]([CH:6]=[C:7]([C:13]4[CH:18]=[CH:17][CH:16]=[CH:15][C:14]=4[C:19]([F:22])([F:21])[F:20])[NH:8][C:9]3=[O:12])=[CH:4][CH:3]=2)[CH2:24][CH2:25]1. The yield is 0.710. (2) The reactants are [NH2:1][C@H:2]([CH2:13][N:14]1[CH2:18][CH2:17][CH2:16][CH2:15]1)[C@@H:3]([C:5]1[CH:10]=[CH:9][CH:8]=[CH:7][C:6]=1[O:11][CH3:12])[OH:4].CCN(C(C)C)C(C)C.[C:28](Cl)(=[O:36])[CH2:29][CH2:30][CH2:31][CH2:32][CH2:33][CH2:34][CH3:35]. The catalyst is C1COCC1.CCOC(C)=O. The product is [OH:4][C@H:3]([C:5]1[CH:10]=[CH:9][CH:8]=[CH:7][C:6]=1[O:11][CH3:12])[C@H:2]([NH:1][C:28](=[O:36])[CH2:29][CH2:30][CH2:31][CH2:32][CH2:33][CH2:34][CH3:35])[CH2:13][N:14]1[CH2:15][CH2:16][CH2:17][CH2:18]1. The yield is 0.220. (3) The reactants are [CH3:1][C:2]1[C:11]([C:12]([C:14]2[CH:15]=[N:16][N:17]([CH2:20][CH3:21])[C:18]=2[OH:19])=[O:13])=[CH:10][CH:9]=[C:8]2[C:3]=1[CH2:4][CH2:5][CH2:6][S:7]2(=[O:23])=[O:22].ClCCl.C(=O)([O-])[O-].[K+].[K+].[CH2:33]([S:36](Cl)(=[O:38])=[O:37])[CH2:34][CH3:35]. The catalyst is [Cl-].C([N+](CC)(CC)CC)C1C=CC=CC=1.O. The product is [CH3:1][C:2]1[C:11]([C:12]([C:14]2[CH:15]=[N:16][N:17]([CH2:20][CH3:21])[C:18]=2[O:19][S:36]([CH2:33][CH2:34][CH3:35])(=[O:38])=[O:37])=[O:13])=[CH:10][CH:9]=[C:8]2[C:3]=1[CH2:4][CH2:5][CH2:6][S:7]2(=[O:23])=[O:22]. The yield is 0.480. (4) The reactants are Cl[C:2]1[N:3]=[N:4][CH:5]=[C:6]([CH3:8])[CH:7]=1.[CH3:9][C:10]1(C)[C:14](C)(C)OB(C(C)=C)O1.C(=O)([O-])[O-].[Na+].[Na+]. The catalyst is COCCOC.C1C=CC([P]([Pd]([P](C2C=CC=CC=2)(C2C=CC=CC=2)C2C=CC=CC=2)([P](C2C=CC=CC=2)(C2C=CC=CC=2)C2C=CC=CC=2)[P](C2C=CC=CC=2)(C2C=CC=CC=2)C2C=CC=CC=2)(C2C=CC=CC=2)C2C=CC=CC=2)=CC=1. The product is [CH3:8][C:6]1[CH:7]=[C:2]([C:10]([CH3:14])=[CH2:9])[N:3]=[N:4][CH:5]=1. The yield is 0.580.